Dataset: Peptide-MHC class I binding affinity with 185,985 pairs from IEDB/IMGT. Task: Regression. Given a peptide amino acid sequence and an MHC pseudo amino acid sequence, predict their binding affinity value. This is MHC class I binding data. The binding affinity (normalized) is 0. The peptide sequence is IPQSLDSYWTSL. The MHC is HLA-B40:02 with pseudo-sequence HLA-B40:02.